This data is from Full USPTO retrosynthesis dataset with 1.9M reactions from patents (1976-2016). The task is: Predict the reactants needed to synthesize the given product. (1) The reactants are: [ClH:1].[NH:2]1[C:7]2=[CH:8][N:9]=[N:10][CH:11]=[C:6]2[NH:5][C:4](=O)[C:3]1=O.P(Cl)(Cl)([Cl:16])=O. Given the product [Cl:1][C:3]1[C:4]([Cl:16])=[N:5][C:6]2[C:7]([N:2]=1)=[CH:8][N:9]=[N:10][CH:11]=2, predict the reactants needed to synthesize it. (2) Given the product [C:6](=[O:7])([O:4][CH:1]([CH3:3])[CH3:2])[O:8][CH2:9][Cl:10], predict the reactants needed to synthesize it. The reactants are: [CH:1]([OH:4])([CH3:3])[CH3:2].Cl[C:6]([O:8][CH2:9][Cl:10])=[O:7].N1C=CC=CC=1. (3) Given the product [CH2:1]([O:3][C:4]([C:6]1[N:11]=[C:10]([C:23]2[CH:28]=[CH:27][CH:26]=[CH:25][CH:24]=2)[C:9]2[S:13][C:14]([C:16]3[CH:21]=[CH:20][CH:19]=[CH:18][CH:17]=3)=[N:15][C:8]=2[C:7]=1[OH:22])=[O:5])[CH3:2], predict the reactants needed to synthesize it. The reactants are: [CH2:1]([O:3][C:4]([C:6]1[N:11]=[C:10](Br)[C:9]2[S:13][C:14]([C:16]3[CH:21]=[CH:20][CH:19]=[CH:18][CH:17]=3)=[N:15][C:8]=2[C:7]=1[OH:22])=[O:5])[CH3:2].[C:23]1(B(O)O)[CH:28]=[CH:27][CH:26]=[CH:25][CH:24]=1.C(=O)([O-])[O-].[Cs+].[Cs+]. (4) Given the product [C:35]([N:31]1[CH2:32][CH2:33][C@@H:28]([NH:27][C:25]([C:21]2[C:17]3[N:18]=[CH:19][N:20]=[C:15]([C:8]4[CH:9]=[C:10]([O:13][CH3:14])[CH:11]=[CH:12][C:7]=4[O:6][CH2:5][CH:2]4[CH2:4][CH2:3]4)[C:16]=3[NH:23][C:22]=2[CH3:24])=[O:26])[C@H:29]([OH:34])[CH2:30]1)(=[O:37])[CH3:36], predict the reactants needed to synthesize it. The reactants are: Cl.[CH:2]1([CH2:5][O:6][C:7]2[CH:12]=[CH:11][C:10]([O:13][CH3:14])=[CH:9][C:8]=2[C:15]2[C:16]3[NH:23][C:22]([CH3:24])=[C:21]([C:25]([NH:27][C@@H:28]4[CH2:33][CH2:32][NH:31][CH2:30][C@H:29]4[OH:34])=[O:26])[C:17]=3[N:18]=[CH:19][N:20]=2)[CH2:4][CH2:3]1.[C:35](Cl)(=[O:37])[CH3:36]. (5) Given the product [ClH:32].[NH:22]1[CH2:23][CH2:24][CH:19]([C:17]2[N:5]3[N:6]=[C:7]4[C:12]([CH:11]=[CH:10][CH:9]=[C:8]4[C:13]([F:14])([F:16])[F:15])=[C:4]3[NH:3][C:2](=[O:1])[CH:18]=2)[CH2:20][CH2:21]1, predict the reactants needed to synthesize it. The reactants are: [O:1]=[C:2]1[CH:18]=[C:17]([CH:19]2[CH2:24][CH2:23][N:22](C(OC(C)(C)C)=O)[CH2:21][CH2:20]2)[N:5]2[N:6]=[C:7]3[C:12]([CH:11]=[CH:10][CH:9]=[C:8]3[C:13]([F:16])([F:15])[F:14])=[C:4]2[NH:3]1.[ClH:32].